Dataset: Reaction yield outcomes from USPTO patents with 853,638 reactions. Task: Predict the reaction yield, written as a fraction of the theoretical maximum amount of product (1.0 means a 100% yield; for example, 0.34 means a 34% yield). (1) The reactants are C([O:3][C:4](=[O:24])[CH2:5][O:6][C:7]1[CH:12]=[CH:11][C:10]([S:13][CH2:14][CH2:15][CH:16]([O:18]S(C)(=O)=O)[CH3:17])=[CH:9][C:8]=1[CH3:23])C.[N:25]1[CH:30]=[CH:29][CH:28]=[N:27][C:26]=1[C:31]1[CH:36]=[C:35]([C:37]([F:40])([F:39])[F:38])[CH:34]=[CH:33][C:32]=1O. No catalyst specified. The product is [CH3:23][C:8]1[CH:9]=[C:10]([S:13][CH2:14][CH2:15][C@H:16]([O:18][C:32]2[CH:33]=[CH:34][C:35]([C:37]([F:38])([F:39])[F:40])=[CH:36][C:31]=2[C:26]2[N:25]=[CH:30][CH:29]=[CH:28][N:27]=2)[CH3:17])[CH:11]=[CH:12][C:7]=1[O:6][CH2:5][C:4]([OH:3])=[O:24]. The yield is 0.510. (2) The catalyst is C(Cl)Cl. The product is [OH:8][CH2:7][CH:4]1[CH2:5][CH2:6][N:1]([C:10]([O:12][CH2:13][C:14]2[CH:19]=[CH:18][CH:17]=[CH:16][CH:15]=2)=[O:11])[CH2:2][CH2:3]1. The reactants are [NH:1]1[CH2:6][CH2:5][CH:4]([CH2:7][OH:8])[CH2:3][CH2:2]1.Cl[C:10]([O:12][CH2:13][C:14]1[CH:19]=[CH:18][CH:17]=[CH:16][CH:15]=1)=[O:11]. The yield is 0.420.